This data is from NCI-60 drug combinations with 297,098 pairs across 59 cell lines. The task is: Regression. Given two drug SMILES strings and cell line genomic features, predict the synergy score measuring deviation from expected non-interaction effect. (1) Drug 1: CS(=O)(=O)OCCCCOS(=O)(=O)C. Drug 2: C1CN(P(=O)(OC1)NCCCl)CCCl. Cell line: HT29. Synergy scores: CSS=7.04, Synergy_ZIP=-3.48, Synergy_Bliss=-4.22, Synergy_Loewe=-5.15, Synergy_HSA=-4.46. (2) Drug 1: CC1=C2C(C(=O)C3(C(CC4C(C3C(C(C2(C)C)(CC1OC(=O)C(C(C5=CC=CC=C5)NC(=O)C6=CC=CC=C6)O)O)OC(=O)C7=CC=CC=C7)(CO4)OC(=O)C)O)C)OC(=O)C. Drug 2: CCC1=C2N=C(C=C(N2N=C1)NCC3=C[N+](=CC=C3)[O-])N4CCCCC4CCO. Cell line: OVCAR3. Synergy scores: CSS=64.7, Synergy_ZIP=-1.27, Synergy_Bliss=-2.28, Synergy_Loewe=-3.56, Synergy_HSA=0.966. (3) Drug 1: C1=CC(=CC=C1CCC2=CNC3=C2C(=O)NC(=N3)N)C(=O)NC(CCC(=O)O)C(=O)O. Drug 2: C1CNP(=O)(OC1)N(CCCl)CCCl. Cell line: ACHN. Synergy scores: CSS=15.2, Synergy_ZIP=-4.64, Synergy_Bliss=-0.210, Synergy_Loewe=-23.2, Synergy_HSA=-2.40. (4) Drug 1: CC(C)(C1=NC(=CC=C1)N2C3=NC(=NC=C3C(=O)N2CC=C)NC4=CC=C(C=C4)N5CCN(CC5)C)O. Drug 2: CCC1(C2=C(COC1=O)C(=O)N3CC4=CC5=C(C=CC(=C5CN(C)C)O)N=C4C3=C2)O. Cell line: T-47D. Synergy scores: CSS=42.8, Synergy_ZIP=2.30, Synergy_Bliss=1.26, Synergy_Loewe=-3.23, Synergy_HSA=5.70. (5) Drug 1: C1=NC(=NC(=O)N1C2C(C(C(O2)CO)O)O)N. Drug 2: C1CN1C2=NC(=NC(=N2)N3CC3)N4CC4. Cell line: COLO 205. Synergy scores: CSS=53.3, Synergy_ZIP=-7.22, Synergy_Bliss=-2.60, Synergy_Loewe=-0.580, Synergy_HSA=5.75. (6) Drug 1: C1=CC(=CC=C1CCC2=CNC3=C2C(=O)NC(=N3)N)C(=O)NC(CCC(=O)O)C(=O)O. Drug 2: C1CNP(=O)(OC1)N(CCCl)CCCl. Cell line: OVCAR-5. Synergy scores: CSS=12.1, Synergy_ZIP=-5.23, Synergy_Bliss=-3.39, Synergy_Loewe=-39.8, Synergy_HSA=-2.40. (7) Drug 1: CN1C2=C(C=C(C=C2)N(CCCl)CCCl)N=C1CCCC(=O)O.Cl. Drug 2: COC1=C2C(=CC3=C1OC=C3)C=CC(=O)O2. Cell line: NCI-H226. Synergy scores: CSS=1.06, Synergy_ZIP=0.282, Synergy_Bliss=0.175, Synergy_Loewe=0.770, Synergy_HSA=-0.439. (8) Drug 1: CC1CCC2CC(C(=CC=CC=CC(CC(C(=O)C(C(C(=CC(C(=O)CC(OC(=O)C3CCCCN3C(=O)C(=O)C1(O2)O)C(C)CC4CCC(C(C4)OC)O)C)C)O)OC)C)C)C)OC. Drug 2: CCC1(C2=C(COC1=O)C(=O)N3CC4=CC5=C(C=CC(=C5CN(C)C)O)N=C4C3=C2)O.Cl. Cell line: M14. Synergy scores: CSS=29.7, Synergy_ZIP=-5.08, Synergy_Bliss=-1.39, Synergy_Loewe=-13.0, Synergy_HSA=0.636. (9) Drug 1: C1CC(C1)(C(=O)O)C(=O)O.[NH2-].[NH2-].[Pt+2]. Drug 2: C1CC(=O)NC(=O)C1N2C(=O)C3=CC=CC=C3C2=O. Cell line: M14. Synergy scores: CSS=9.13, Synergy_ZIP=0.868, Synergy_Bliss=7.36, Synergy_Loewe=-5.18, Synergy_HSA=-1.00.